From a dataset of Full USPTO retrosynthesis dataset with 1.9M reactions from patents (1976-2016). Predict the reactants needed to synthesize the given product. (1) Given the product [C:1]([N:4]1[CH2:5][CH2:6][CH:7]([O:10][C:11]2[CH:16]=[C:15]([CH3:17])[C:14]([C:18]3[CH:23]=[CH:22][CH:21]=[C:20]([CH2:24][O:25][C:26]4[CH:39]=[CH:38][C:29]5[C@H:30]([CH2:33][C:34]([OH:36])=[O:35])[CH2:31][O:32][C:28]=5[CH:27]=4)[CH:19]=3)=[C:13]([CH3:40])[CH:12]=2)[CH2:8][CH2:9]1)(=[O:3])[CH3:2], predict the reactants needed to synthesize it. The reactants are: [C:1]([N:4]1[CH2:9][CH2:8][CH:7]([O:10][C:11]2[CH:16]=[C:15]([CH3:17])[C:14]([C:18]3[CH:23]=[CH:22][CH:21]=[C:20]([CH2:24][O:25][C:26]4[CH:39]=[CH:38][C:29]5[C@H:30]([CH2:33][C:34]([O:36]C)=[O:35])[CH2:31][O:32][C:28]=5[CH:27]=4)[CH:19]=3)=[C:13]([CH3:40])[CH:12]=2)[CH2:6][CH2:5]1)(=[O:3])[CH3:2].[OH-].[Li+]. (2) Given the product [C:1]([O:5][C:6]([N:8]1[CH2:21][CH2:20][C:19]2[C:18]3[CH:17]=[CH:16][CH:15]=[CH:14][C:13]=3[N:12]([CH2:22][C:23]([OH:25])=[O:24])[C:11]=2[CH2:10][CH2:9]1)=[O:7])([CH3:4])([CH3:2])[CH3:3], predict the reactants needed to synthesize it. The reactants are: [C:1]([O:5][C:6]([N:8]1[CH2:21][CH2:20][C:19]2[C:18]3[CH:17]=[CH:16][CH:15]=[CH:14][C:13]=3[N:12]([CH2:22][C:23]([O:25]CC)=[O:24])[C:11]=2[CH2:10][CH2:9]1)=[O:7])([CH3:4])([CH3:3])[CH3:2].[C:1]([O:5][C:6]([N:8]1[CH2:21][CH2:20][C:19]2[C:18]3[CH:17]=[CH:16][CH:15]=[CH:14][C:13]=3[N:12]([CH2:22][C:23]([OH:25])=[O:24])[C:11]=2[CH2:10][CH2:9]1)=[O:7])([CH3:4])([CH3:2])[CH3:3].[OH-].[Na+]. (3) Given the product [Br:25][C:26]1[CH:31]=[CH:30][C:29]([S:32]([NH:14][C:13]2[CH:15]=[C:9]([N:4]3[CH2:3][C@H:2]([CH3:1])[NH:7][C@H:6]([CH3:8])[CH2:5]3)[CH:10]=[CH:11][C:12]=2[O:16][CH3:17])(=[O:34])=[O:33])=[C:28]([CH3:36])[CH:27]=1, predict the reactants needed to synthesize it. The reactants are: [CH3:1][C@H:2]1[NH:7][C@@H:6]([CH3:8])[CH2:5][N:4]([C:9]2[CH:10]=[CH:11][C:12]([O:16][CH3:17])=[C:13]([CH:15]=2)[NH2:14])[CH2:3]1.CN1CCOCC1.[Br:25][C:26]1[CH:31]=[CH:30][C:29]([S:32](Cl)(=[O:34])=[O:33])=[C:28]([CH3:36])[CH:27]=1. (4) Given the product [CH2:17]([NH:19][C:20](=[O:37])[C:21]1[CH:26]=[C:25]([C:2]2[CH:10]=[C:9]3[C:5]([C:6]([C:11]4[CH:12]=[N:13][CH:14]=[N:15][CH:16]=4)=[N:7][NH:8]3)=[CH:4][CH:3]=2)[C:24]([CH3:27])=[CH:23][CH:22]=1)[CH3:18], predict the reactants needed to synthesize it. The reactants are: Br[C:2]1[CH:10]=[C:9]2[C:5]([C:6]([C:11]3[CH:12]=[N:13][CH:14]=[N:15][CH:16]=3)=[N:7][NH:8]2)=[CH:4][CH:3]=1.[CH2:17]([NH:19][C:20](=[O:37])[C:21]1[CH:26]=[CH:25][C:24]([CH3:27])=[C:23](B2OC(C)(C)C(C)(C)O2)[CH:22]=1)[CH3:18].C(=O)([O-])O.[Na+]. (5) Given the product [CH3:19][Sn:20]([CH3:22])([CH3:21])[C:2]1[S:3][C:4]([Sn:20]([CH3:22])([CH3:21])[CH3:19])=[CH:5][CH:6]=1, predict the reactants needed to synthesize it. The reactants are: Br[C:2]1[S:3][C:4](Br)=[CH:5][CH:6]=1.C([Li])CCC.CCCCCC.[CH3:19][Sn:20](Cl)([CH3:22])[CH3:21]. (6) Given the product [CH3:8][C:5]1[N:6]=[CH:7][C:2]2[N:3]([CH:10]=[C:11]([C:12]([O:14][CH2:15][CH3:16])=[O:13])[N:1]=2)[CH:4]=1, predict the reactants needed to synthesize it. The reactants are: [NH2:1][C:2]1[CH:7]=[N:6][C:5]([CH3:8])=[CH:4][N:3]=1.Br[CH2:10][C:11](=O)[C:12]([O:14][CH2:15][CH3:16])=[O:13]. (7) Given the product [Br:1][C:2]1[CH:10]=[CH:9][C:5]([C:6]([NH:13][NH:12][C:14]([O:16][C:17]([CH3:20])([CH3:19])[CH3:18])=[O:15])=[O:8])=[C:4]([F:11])[CH:3]=1, predict the reactants needed to synthesize it. The reactants are: [Br:1][C:2]1[CH:10]=[CH:9][C:5]([C:6]([OH:8])=O)=[C:4]([F:11])[CH:3]=1.[NH:12]([C:14]([O:16][C:17]([CH3:20])([CH3:19])[CH3:18])=[O:15])[NH2:13].C1C=NC2N(O)N=NC=2C=1.C(Cl)CCl. (8) Given the product [CH3:18]/[C:14](/[C:15](=[O:17])[NH:31][S:30]([C:27]1[CH:28]=[CH:29][C:24]([NH:23][C:21](=[O:22])[C:20]([F:19])([F:35])[F:34])=[CH:25][CH:26]=1)(=[O:32])=[O:33])=[CH:13]\[C@@H:9]1[CH2:10][CH2:11][CH2:12][N:8]1[C:6]([O:5][C:1]([CH3:2])([CH3:3])[CH3:4])=[O:7], predict the reactants needed to synthesize it. The reactants are: [C:1]([O:5][C:6]([N:8]1[CH2:12][CH2:11][CH2:10][C@H:9]1/[CH:13]=[C:14](\[CH3:18])/[C:15]([OH:17])=O)=[O:7])([CH3:4])([CH3:3])[CH3:2].[F:19][C:20]([F:35])([F:34])[C:21]([NH:23][C:24]1[CH:29]=[CH:28][C:27]([S:30](=[O:33])(=[O:32])[NH2:31])=[CH:26][CH:25]=1)=[O:22]. (9) The reactants are: [CH2:1]([C:4]1[C:9]([OH:10])=[CH:8][N:7]=[C:6]2[N:11]([CH2:14][C:15]3[S:19][C:18]([C:20]4[CH:25]=[CH:24][C:23]([C:26]([F:29])([F:28])[F:27])=[CH:22][CH:21]=4)=[N:17][C:16]=3[CH2:30][CH2:31][CH2:32][CH3:33])[CH:12]=[CH:13][C:5]=12)[CH:2]=[CH2:3].C(=O)([O-])[O-].[Cs+].[Cs+].C([O:44][C:45](=[O:48])[CH2:46]Br)(C)(C)C.C(OCC)(=O)C. Given the product [CH2:30]([C:16]1[N:17]=[C:18]([C:20]2[CH:25]=[CH:24][C:23]([C:26]([F:28])([F:27])[F:29])=[CH:22][CH:21]=2)[S:19][C:15]=1[CH2:14][N:11]1[C:6]2=[N:7][CH:8]=[C:9]([O:10][CH2:46][C:45]([OH:48])=[O:44])[C:4]([CH2:1][CH2:2][CH3:3])=[C:5]2[CH:13]=[CH:12]1)[CH2:31][CH2:32][CH3:33], predict the reactants needed to synthesize it.